This data is from Catalyst prediction with 721,799 reactions and 888 catalyst types from USPTO. The task is: Predict which catalyst facilitates the given reaction. (1) Reactant: [O:1]=[C:2]1[C:10]2[CH2:9][CH2:8][CH2:7][CH2:6][C:5]=2[N:4]([CH2:11][C:12]([O:14][C:15]([CH3:18])([CH3:17])[CH3:16])=[O:13])[NH:3]1.[CH2:19](I)[CH3:20].C([O-])([O-])=O.[K+].[K+].CN(C=O)C. Product: [CH2:19]([N:3]1[C:2](=[O:1])[C:10]2[CH2:9][CH2:8][CH2:7][CH2:6][C:5]=2[N:4]1[CH2:11][C:12]([O:14][C:15]([CH3:18])([CH3:17])[CH3:16])=[O:13])[CH3:20]. The catalyst class is: 21. (2) Reactant: [F:1][C:2]1[CH:19]=[CH:18][C:5]([C:6]([NH:8][C:9]2[CH:17]=[CH:16][C:12]([C:13]([OH:15])=O)=[CH:11][CH:10]=2)=[O:7])=[CH:4][CH:3]=1.[CH:20]12[CH:25]([NH:26][C:27](=[O:33])[O:28][C:29]([CH3:32])([CH3:31])[CH3:30])[CH:24]1[CH2:23][NH:22][CH2:21]2.ON1C2C=CC=CC=2N=N1.C(N(CC)CC)C.Cl.CN(C)CCCN=C=NCC. Product: [F:1][C:2]1[CH:3]=[CH:4][C:5]([C:6]([NH:8][C:9]2[CH:10]=[CH:11][C:12]([C:13]([N:22]3[CH2:23][CH:24]4[CH:20]([CH:25]4[NH:26][C:27](=[O:33])[O:28][C:29]([CH3:31])([CH3:30])[CH3:32])[CH2:21]3)=[O:15])=[CH:16][CH:17]=2)=[O:7])=[CH:18][CH:19]=1. The catalyst class is: 4. (3) Reactant: [N+:1](/[CH:4]=[CH:5]/[C:6]1[CH:19]=[CH:18][C:9]([O:10][CH2:11][C:12]2[CH:17]=[CH:16][CH:15]=[CH:14][N:13]=2)=[CH:8][CH:7]=1)([O-:3])=[O:2].CS(C)=O.[BH4-].[Na+]. Product: [N+:1]([CH2:4][CH2:5][C:6]1[CH:19]=[CH:18][C:9]([O:10][CH2:11][C:12]2[CH:17]=[CH:16][CH:15]=[CH:14][N:13]=2)=[CH:8][CH:7]=1)([O-:3])=[O:2]. The catalyst class is: 15. (4) Reactant: [F:1][C:2]([F:21])([F:20])[C:3]1[CH:4]=[C:5](OS(C2C=CC(C)=CC=2)(=O)=O)[CH:6]=[CH:7][CH:8]=1.[C:22]([C:24]1[CH2:29][CH2:28][CH2:27][CH2:26][CH:25]=1)#[CH:23]. Product: [C:24]1([C:22]#[C:23][C:5]2[CH:6]=[CH:7][CH:8]=[C:3]([C:2]([F:1])([F:20])[F:21])[CH:4]=2)[CH2:29][CH2:28][CH2:27][CH2:26][CH:25]=1. The catalyst class is: 194. (5) Reactant: C([NH:8][CH2:9][CH2:10][CH2:11][C@@H:12]([C:14]([OH:16])=[O:15])[NH2:13])(OC(C)(C)C)=O.CCN=C=NCCCN(C)C.[ClH:28].[C:29]([NH:39][CH2:40][C:41]1[CH:49]=[CH:48][C:44]([C:45]([OH:47])=O)=[CH:43][CH:42]=1)([O:31][CH2:32][C:33]1[CH:38]=[CH:37][CH:36]=[CH:35][CH:34]=1)=[O:30]. Product: [ClH:28].[C:29]([NH:39][CH2:40][C:41]1[CH:42]=[CH:43][C:44]([C:45]([NH:13][C@H:12]([C:14]([OH:16])=[O:15])[CH2:11][CH2:10][CH2:9][NH2:8])=[O:47])=[CH:48][CH:49]=1)([O:31][CH2:32][C:33]1[CH:34]=[CH:35][CH:36]=[CH:37][CH:38]=1)=[O:30]. The catalyst class is: 239. (6) Reactant: [Cl:1][C:2]1[CH:16]=[CH:15][C:5]([O:6][CH2:7][C:8]([O:10][C:11]([CH3:14])([CH3:13])[CH3:12])=[O:9])=[C:4]([C:17]2[C:18]([CH3:27])=[N:19][C:20](S(C)(=O)=O)=[N:21][CH:22]=2)[CH:3]=1.[NH:28]1[CH2:33][CH2:32][O:31][CH2:30][CH2:29]1. Product: [C:11]([O:10][C:8](=[O:9])[CH2:7][O:6][C:5]1[CH:15]=[CH:16][C:2]([Cl:1])=[CH:3][C:4]=1[C:17]1[C:18]([CH3:27])=[N:19][C:20]([N:28]2[CH2:33][CH2:32][O:31][CH2:30][CH2:29]2)=[N:21][CH:22]=1)([CH3:14])([CH3:13])[CH3:12]. The catalyst class is: 12. (7) Reactant: [CH3:1][O:2][C:3](=[O:6])[CH2:4]O.C1(P(C2C=CC=CC=2)C2C=CC=CC=2)C=CC=CC=1.[CH3:26][N:27]1[C:31]([SH:32])=[N:30][N:29]=[N:28]1.C(OC(N=NC(OC(C)C)=O)=O)(C)C.C1(C)C=CC=CC=1. Product: [CH3:26][N:27]1[C:31]([S:32][CH2:1][O:2][C:3](=[O:6])[CH3:4])=[N:30][N:29]=[N:28]1. The catalyst class is: 20.